Dataset: Full USPTO retrosynthesis dataset with 1.9M reactions from patents (1976-2016). Task: Predict the reactants needed to synthesize the given product. (1) Given the product [C:1]([O:5][C:6](=[O:24])[N:7]([CH2:11][CH2:12][CH2:13][N:14]1[C:18]([NH2:19])=[C:17]([C:20](=[O:22])[NH2:21])[N:16]=[C:15]1[S:44][C:35]1[C:34]([Cl:33])=[CH:39][C:38]([C:40]([F:43])([F:41])[F:42])=[CH:37][N:36]=1)[CH:8]([CH3:10])[CH3:9])([CH3:4])([CH3:3])[CH3:2], predict the reactants needed to synthesize it. The reactants are: [C:1]([O:5][C:6](=[O:24])[N:7]([CH2:11][CH2:12][CH2:13][N:14]1[C:18]([NH2:19])=[C:17]([C:20](=[O:22])[NH2:21])[N:16]=[C:15]1Br)[CH:8]([CH3:10])[CH3:9])([CH3:4])([CH3:3])[CH3:2].[Li+].[Br-].CC(C)([O-])C.[K+].[Cl:33][C:34]1[C:35]([SH:44])=[N:36][CH:37]=[C:38]([C:40]([F:43])([F:42])[F:41])[CH:39]=1. (2) Given the product [O:8]1[C:7]2[CH:9]=[CH:10][CH:11]=[CH:12][C:6]=2[O:5][CH2:4][CH:3]1[CH2:2][N:13]1[CH2:18][CH2:17][CH2:16][CH:15]([OH:19])[CH2:14]1, predict the reactants needed to synthesize it. The reactants are: Br[CH2:2][CH:3]1[O:8][C:7]2[CH:9]=[CH:10][CH:11]=[CH:12][C:6]=2[O:5][CH2:4]1.[NH:13]1[CH2:18][CH2:17][CH2:16][CH:15]([OH:19])[CH2:14]1.C([O-])([O-])=O.[K+].[K+]. (3) Given the product [Cl:1][C:2]1[CH:7]=[CH:6][C:5]([NH:8][C:9]([NH:11][C:12]2[CH:13]=[CH:14][C:15]([O:18][C:19]3[CH:20]=[CH:21][N+:22]([O-:37])=[CH:23][CH:24]=3)=[CH:16][CH:17]=2)=[O:10])=[CH:4][C:3]=1[C:25]([F:28])([F:26])[F:27], predict the reactants needed to synthesize it. The reactants are: [Cl:1][C:2]1[CH:7]=[CH:6][C:5]([NH:8][C:9]([NH:11][C:12]2[CH:17]=[CH:16][C:15]([O:18][C:19]3[CH:24]=[CH:23][N:22]=[CH:21][CH:20]=3)=[CH:14][CH:13]=2)=[O:10])=[CH:4][C:3]=1[C:25]([F:28])([F:27])[F:26].C1C=C(Cl)C=C(C(OO)=[O:37])C=1. (4) Given the product [CH3:1][C:2]1[N:6]2[CH:7]=[C:8]([NH:11][C:32]([C:29]3[CH:28]=[CH:27][C:26]([C:23]4[CH:24]=[CH:25][C:20]([C:19]([F:18])([F:35])[F:36])=[CH:21][CH:22]=4)=[CH:31][CH:30]=3)=[O:33])[CH:9]=[CH:10][C:5]2=[N:4][C:3]=1[C:14]([O:16][CH3:17])=[O:15], predict the reactants needed to synthesize it. The reactants are: [CH3:1][C:2]1[N:6]2[CH:7]=[C:8]([N+:11]([O-])=O)[CH:9]=[CH:10][C:5]2=[N:4][C:3]=1[C:14]([O:16][CH3:17])=[O:15].[F:18][C:19]([F:36])([F:35])[C:20]1[CH:25]=[CH:24][C:23]([C:26]2[CH:31]=[CH:30][C:29]([C:32](O)=[O:33])=[CH:28][CH:27]=2)=[CH:22][CH:21]=1. (5) Given the product [CH3:29][O:30][C:31](=[O:44])[CH:32]([NH:36][C:37]([O:39][C:40]([CH3:42])([CH3:41])[CH3:43])=[O:38])[CH2:33][C:34]1[O:1][N:2]=[C:3]([CH:4]2[CH2:8][CH2:7][CH2:6][N:5]2[C:9](=[O:28])[CH2:10][C:11]2[CH:12]=[CH:13][C:14]([NH:17][C:18]([NH:20][C:21]3[CH:26]=[CH:25][CH:24]=[CH:23][C:22]=3[CH3:27])=[O:19])=[CH:15][CH:16]=2)[CH:35]=1, predict the reactants needed to synthesize it. The reactants are: [OH:1][N:2]=[CH:3][CH:4]1[CH2:8][CH2:7][CH2:6][N:5]1[C:9](=[O:28])[CH2:10][C:11]1[CH:16]=[CH:15][C:14]([NH:17][C:18]([NH:20][C:21]2[CH:26]=[CH:25][CH:24]=[CH:23][C:22]=2[CH3:27])=[O:19])=[CH:13][CH:12]=1.[CH3:29][O:30][C:31](=[O:44])[CH:32]([NH:36][C:37]([O:39][C:40]([CH3:43])([CH3:42])[CH3:41])=[O:38])[CH2:33][C:34]#[CH:35].C(N(CC)CC)C.Cl[O-].[Na+]. (6) The reactants are: [N:1]([CH2:4][C:5]1[CH:10]=[CH:9][C:8]([CH2:11][OH:12])=[CH:7][CH:6]=1)=[N+:2]=[N-:3].[C:13]([O:17][CH2:18][CH3:19])(=[O:16])[C:14]#[CH:15].O=C1O[C@H]([C@H](CO)O)C([O-])=C1O.[Na+].C(OCC)(=O)C. Given the product [CH2:18]([O:17][C:13]([C:14]1[N:3]=[N:2][N:1]([CH2:4][C:5]2[CH:10]=[CH:9][C:8]([CH2:11][OH:12])=[CH:7][CH:6]=2)[CH:15]=1)=[O:16])[CH3:19], predict the reactants needed to synthesize it. (7) Given the product [CH3:20][C:21]1[CH:22]=[C:23]([CH2:27][N:2]([CH3:1])[C@H:3]2[CH2:7][CH2:6][N:5]([C:8]3[C:13]([C:14]([O:16][CH:17]([CH3:18])[CH3:19])=[O:15])=[CH:12][CH:11]=[CH:10][N:9]=3)[CH2:4]2)[S:24][C:25]=1[CH3:26], predict the reactants needed to synthesize it. The reactants are: [CH3:1][NH:2][C@H:3]1[CH2:7][CH2:6][N:5]([C:8]2[C:13]([C:14]([O:16][CH:17]([CH3:19])[CH3:18])=[O:15])=[CH:12][CH:11]=[CH:10][N:9]=2)[CH2:4]1.[CH3:20][C:21]1[CH:22]=[C:23]([CH:27]=O)[S:24][C:25]=1[CH3:26].[BH-](OC(C)=O)(OC(C)=O)OC(C)=O.[Na+]. (8) Given the product [CH2:30]([C:27]1[CH:28]=[CH:29][C:24]([CH:14]([C@@H:13]([CH3:20])[C:12]([F:21])([F:22])[F:11])[C:15]([O:17][CH2:18][CH3:19])=[O:16])=[CH:25][CH:26]=1)[CH3:31], predict the reactants needed to synthesize it. The reactants are: C[Si](C)(C)[N-][Si](C)(C)C.[Li+].[F:11][C:12]([F:22])([F:21])[C@H:13]([CH3:20])[CH2:14][C:15]([O:17][CH2:18][CH3:19])=[O:16].Br[C:24]1[CH:29]=[CH:28][C:27]([CH2:30][CH3:31])=[CH:26][CH:25]=1.C1CCCCC1. (9) Given the product [CH2:1]([O:3][C:4](=[O:15])[CH2:5][O:6][C:7]1[CH:12]=[CH:11][C:10]([O:13][CH2:22][CH2:21][C:17]2[S:16][CH:20]=[CH:19][CH:18]=2)=[CH:9][C:8]=1[CH3:14])[CH3:2], predict the reactants needed to synthesize it. The reactants are: [CH2:1]([O:3][C:4](=[O:15])[CH2:5][O:6][C:7]1[CH:12]=[CH:11][C:10]([OH:13])=[CH:9][C:8]=1[CH3:14])[CH3:2].[S:16]1[CH:20]=[CH:19][CH:18]=[C:17]1[CH2:21][CH2:22]O.C(P(CCCC)CCCC)CCC. (10) Given the product [CH2:1]([O:3][C:4]([C:6]1[C:7]2[C:15]([CH:23]=[CH2:24])=[N:14][N:13]([CH:17]3[CH2:22][CH2:21][CH2:20][CH2:19][O:18]3)[C:8]=2[N:9]=[C:10]([Cl:12])[CH:11]=1)=[O:5])[CH3:2], predict the reactants needed to synthesize it. The reactants are: [CH2:1]([O:3][C:4]([C:6]1[C:7]2[C:15](I)=[N:14][N:13]([CH:17]3[CH2:22][CH2:21][CH2:20][CH2:19][O:18]3)[C:8]=2[N:9]=[C:10]([Cl:12])[CH:11]=1)=[O:5])[CH3:2].[CH2:23]([Sn](CCCC)(CCCC)C=C)[CH2:24]CC.